From a dataset of Forward reaction prediction with 1.9M reactions from USPTO patents (1976-2016). Predict the product of the given reaction. Given the reactants [CH3:1][NH:2][CH2:3][CH2:4][C@H:5]([O:11][C:12]1[CH:13]=[CH:14][CH:15]=[C:16]2[CH:21]=[CH:20][CH:19]=[CH:18][C:17]=12)[C:6]1[S:10][CH:9]=[CH:8][CH:7]=1.[C:22](O)(=O)[C@H](C1C=CC=CC=1)O.CC1(C)O[C@H]2[C@@H]3OC(C)(C)O[C@]3(C(O)=O)O[C@H]2CO1.CN(C)CCC(C1SC=CC=1)O.FC1C2C(=CC=CC=2)C=CC=1, predict the reaction product. The product is: [CH3:1][N:2]([CH3:22])[CH2:3][CH2:4][CH:5]([O:11][C:12]1[C:17]2[C:16](=[CH:21][CH:20]=[CH:19][CH:18]=2)[CH:15]=[CH:14][CH:13]=1)[C:6]1[S:10][CH:9]=[CH:8][CH:7]=1.